Dataset: CYP2D6 substrate classification data from Carbon-Mangels et al.. Task: Regression/Classification. Given a drug SMILES string, predict its absorption, distribution, metabolism, or excretion properties. Task type varies by dataset: regression for continuous measurements (e.g., permeability, clearance, half-life) or binary classification for categorical outcomes (e.g., BBB penetration, CYP inhibition). Dataset: cyp2d6_substrate_carbonmangels. (1) The drug is OC(Cn1cncn1)(Cn1cncn1)c1ccc(F)cc1F. The result is 0 (non-substrate). (2) The drug is C#C[C@]1(O)CC[C@H]2[C@@H]3CCC4=CCCC[C@@H]4[C@H]3C(=C)C[C@@]21CC. The result is 0 (non-substrate).